From a dataset of Forward reaction prediction with 1.9M reactions from USPTO patents (1976-2016). Predict the product of the given reaction. The product is: [CH3:18][C:19]1[CH:26]=[C:25]([C:2]2[N:6]=[CH:5][N:4]([C:7]3[CH:12]=[CH:11][C:10]([O:13][C:14]([F:17])([F:16])[F:15])=[CH:9][CH:8]=3)[N:3]=2)[CH:24]=[CH:23][C:20]=1[CH:21]=[O:22]. Given the reactants Br[C:2]1[N:6]=[CH:5][N:4]([C:7]2[CH:12]=[CH:11][C:10]([O:13][C:14]([F:17])([F:16])[F:15])=[CH:9][CH:8]=2)[N:3]=1.[CH3:18][C:19]1[CH:26]=[C:25](B2OC(C)(C)C(C)(C)O2)[CH:24]=[CH:23][C:20]=1[CH:21]=[O:22].C(=O)(O)[O-].[Na+].O1CCOCC1, predict the reaction product.